The task is: Predict the product of the given reaction.. This data is from Forward reaction prediction with 1.9M reactions from USPTO patents (1976-2016). (1) The product is: [CH2:9]([NH:8][C:5]1[C:4]([NH:11][S:12]([C:15]2[CH:20]=[CH:19][C:18]([O:21][CH3:22])=[CH:17][CH:16]=2)(=[O:14])=[O:13])=[CH:3][C:2]([B:23]2[O:27][C:26]([CH3:29])([CH3:28])[C:25]([CH3:31])([CH3:30])[O:24]2)=[CH:7][N:6]=1)[CH3:10]. Given the reactants Br[C:2]1[CH:3]=[C:4]([NH:11][S:12]([C:15]2[CH:20]=[CH:19][C:18]([O:21][CH3:22])=[CH:17][CH:16]=2)(=[O:14])=[O:13])[C:5]([NH:8][CH2:9][CH3:10])=[N:6][CH:7]=1.[B:23]1([B:23]2[O:27][C:26]([CH3:29])([CH3:28])[C:25]([CH3:31])([CH3:30])[O:24]2)[O:27][C:26]([CH3:29])([CH3:28])[C:25]([CH3:31])([CH3:30])[O:24]1.C([O-])(=O)C.[K+], predict the reaction product. (2) Given the reactants [CH3:1][C:2]1[CH:7]=[C:6]([CH3:8])[CH:5]=[CH:4][C:3]=1[N:9]([CH2:23][CH:24]([CH3:26])[CH3:25])[S:10]([C:13]1[CH:22]=[CH:21][C:16]([C:17]([O:19]C)=[O:18])=[CH:15][CH:14]=1)(=[O:12])=[O:11].[OH-].[Na+].Cl, predict the reaction product. The product is: [CH3:1][C:2]1[CH:7]=[C:6]([CH3:8])[CH:5]=[CH:4][C:3]=1[N:9]([CH2:23][CH:24]([CH3:26])[CH3:25])[S:10]([C:13]1[CH:14]=[CH:15][C:16]([C:17]([OH:19])=[O:18])=[CH:21][CH:22]=1)(=[O:12])=[O:11].